From a dataset of Full USPTO retrosynthesis dataset with 1.9M reactions from patents (1976-2016). Predict the reactants needed to synthesize the given product. (1) The reactants are: Cl[C:2]1[N:10]=[CH:9][N:8]=[C:7]2[C:3]=1[N:4]=[CH:5][N:6]2[CH:11]1[CH2:16][CH2:15][CH2:14][CH2:13][O:12]1.O.[F:18][C:19]1[C:24](B(O)O)=[CH:23][CH:22]=[CH:21][N:20]=1.O.C(=O)([O-])[O-].[Na+].[Na+]. Given the product [F:18][C:19]1[C:24]([C:2]2[N:10]=[CH:9][N:8]=[C:7]3[C:3]=2[N:4]=[CH:5][N:6]3[CH:11]2[CH2:16][CH2:15][CH2:14][CH2:13][O:12]2)=[CH:23][CH:22]=[CH:21][N:20]=1, predict the reactants needed to synthesize it. (2) Given the product [CH3:34][N:11]([CH3:10])[C:12](=[O:33])[CH2:13][N:14]1[C:15]2[C:16](=[N:17][CH:18]=[C:19]([CH2:21][C:22]3[CH:23]=[CH:24][C:25]([F:28])=[CH:26][CH:27]=3)[CH:20]=2)[C:29]([OH:31])=[C:3]([C:4]([O:5][CH2:41][CH3:42])=[O:37])[C:7]1=[O:8], predict the reactants needed to synthesize it. The reactants are: C([CH:3]([C:7](Cl)=[O:8])[C:4](Cl)=[O:5])C.[CH3:10][N:11]([CH3:34])[C:12](=[O:33])[CH2:13][NH:14][C:15]1[C:16]([C:29]([O:31]C)=O)=[N:17][CH:18]=[C:19]([CH2:21][C:22]2[CH:27]=[CH:26][C:25]([F:28])=[CH:24][CH:23]=2)[CH:20]=1.CC[O-:37].[Na+].Cl.Cl[CH2:41][CH2:42]Cl. (3) Given the product [CH:4]1[CH2:3][CH2:2][CH2:1][CH:5]=1.[C:14]1(=[O:18])[CH2:15][CH2:16][CH2:17][CH2:13]1, predict the reactants needed to synthesize it. The reactants are: [CH:1](=O)[CH2:2][CH2:3][CH:4]=[CH2:5].CC(C)C(=O)C.[CH:13]12[O:18][CH:14]1[CH2:15][CH2:16][CH2:17]2. (4) Given the product [Br:35][C:36]1[CH:41]=[CH:40][C:39]([F:42])=[CH:38][C:37]=1[CH2:43][O:1][CH:2]1[CH:7]([C:8]2[CH:13]=[CH:12][C:11]([O:14][CH2:15][CH2:16][CH2:17][O:18][CH2:19][C:20]3[CH:25]=[CH:24][CH:23]=[CH:22][C:21]=3[O:26][CH3:27])=[CH:10][CH:9]=2)[CH2:6][CH2:5][N:4]([C:28]([O:30][C:31]([CH3:34])([CH3:33])[CH3:32])=[O:29])[CH2:3]1, predict the reactants needed to synthesize it. The reactants are: [OH:1][CH:2]1[CH:7]([C:8]2[CH:13]=[CH:12][C:11]([O:14][CH2:15][CH2:16][CH2:17][O:18][CH2:19][C:20]3[CH:25]=[CH:24][CH:23]=[CH:22][C:21]=3[O:26][CH3:27])=[CH:10][CH:9]=2)[CH2:6][CH2:5][N:4]([C:28]([O:30][C:31]([CH3:34])([CH3:33])[CH3:32])=[O:29])[CH2:3]1.[Br:35][C:36]1[CH:41]=[CH:40][C:39]([F:42])=[CH:38][C:37]=1[CH2:43]Cl. (5) The reactants are: [Br-].[CH2:2]([P+](C1C=CC=CC=1)(C1C=CC=CC=1)C1C=CC=CC=1)[CH2:3][C:4]1[CH:9]=[CH:8][CH:7]=[CH:6][CH:5]=1.[Li]CCCC.[CH:34]1[C:43]2[C:38](=[CH:39][CH:40]=[CH:41][CH:42]=2)[CH:37]=[CH:36][C:35]=1[C:44](=O)[CH3:45]. Given the product [C:38]1([CH2:37][CH:36]=[C:35]([C:44]2[CH:2]=[CH:3][C:4]3[C:5](=[CH:6][CH:7]=[CH:8][CH:9]=3)[CH:45]=2)[CH3:34])[CH:43]=[CH:42][CH:41]=[CH:40][CH:39]=1, predict the reactants needed to synthesize it. (6) Given the product [C:1]([O:5][C:6]([N:8]1[CH2:13][CH2:12][CH2:11][CH2:10][CH:9]1[CH2:14][NH2:15])=[O:7])([CH3:4])([CH3:3])[CH3:2], predict the reactants needed to synthesize it. The reactants are: [C:1]([O:5][C:6]([N:8]1[CH2:13][CH2:12][CH2:11][CH2:10][C@H:9]1[CH2:14][NH:15]C(=O)C(F)(F)F)=[O:7])([CH3:4])([CH3:3])[CH3:2].C(=O)([O-])[O-].[K+].[K+]. (7) Given the product [F:23][C:20]1[CH:21]=[CH:22][C:17]([CH2:16][CH2:15][C:14]2[CH:13]=[C:12]3[C:8]([C:9](=[O:27])[N:10]4[CH2:26][CH2:25][CH2:24][C@H:11]43)=[C:7]([C:28]3[CH:29]=[CH:30][C:31]([C:32]([NH:55][CH2:49][C:50]4[O:54][CH:53]=[CH:52][CH:51]=4)=[O:33])=[CH:35][CH:36]=3)[C:6]=2[C:4]([O:3][CH2:1][CH3:2])=[O:5])=[CH:18][CH:19]=1, predict the reactants needed to synthesize it. The reactants are: [CH2:1]([O:3][C:4]([C:6]1[C:7]([C:28]2[CH:36]=[CH:35][C:31]([C:32](O)=[O:33])=[CH:30][CH:29]=2)=[C:8]2[C:12](=[CH:13][C:14]=1[CH2:15][CH2:16][C:17]1[CH:22]=[CH:21][C:20]([F:23])=[CH:19][CH:18]=1)[C@@H:11]1[CH2:24][CH2:25][CH2:26][N:10]1[C:9]2=[O:27])=[O:5])[CH3:2].C(N1C=CN=C1)(N1C=CN=C1)=O.[CH2:49]([NH2:55])[C:50]1[O:54][CH:53]=[CH:52][CH:51]=1. (8) Given the product [C:10]([O:14][C:15](=[O:16])[NH:17][CH2:18][CH2:19][C:20]1[O:1][N:2]=[C:3]([CH:5]2[CH2:7][CH2:6]2)[N:4]=1)([CH3:13])([CH3:12])[CH3:11], predict the reactants needed to synthesize it. The reactants are: [OH:1][NH:2][C:3]([CH:5]1[CH2:7][CH2:6]1)=[NH:4].[H-].[Na+].[C:10]([O:14][C:15]([NH:17][CH2:18][CH2:19][C:20](OCC)=O)=[O:16])([CH3:13])([CH3:12])[CH3:11].O.